From a dataset of Reaction yield outcomes from USPTO patents with 853,638 reactions. Predict the reaction yield, written as a fraction of the theoretical maximum amount of product (1.0 means a 100% yield; for example, 0.34 means a 34% yield). (1) The reactants are C[O:2][C:3]([C@H:5]1[CH2:9][CH2:8][C@@H:7]([C:10]2[CH:15]=[CH:14][CH:13]=[C:12]([F:16])[CH:11]=2)[N:6]1[S:17]([C:20]1[CH:25]=[CH:24][C:23]([Cl:26])=[CH:22][CH:21]=1)(=[O:19])=[O:18])=O.[H-].C([Al+]CC(C)C)C(C)C. The catalyst is C1(C)C=CC=CC=1. The product is [Cl:26][C:23]1[CH:24]=[CH:25][C:20]([S:17]([N:6]2[C@H:7]([C:10]3[CH:15]=[CH:14][CH:13]=[C:12]([F:16])[CH:11]=3)[CH2:8][CH2:9][C@@H:5]2[CH2:3][OH:2])(=[O:18])=[O:19])=[CH:21][CH:22]=1. The yield is 0.990. (2) The reactants are Cl[C:2]1[CH:7]=[C:6]([N:8]2[CH2:13][CH2:12][CH:11]([NH:14][C:15]3[N:31]=[C:18]4[C:19]([C:23]5[CH:28]=[CH:27][C:26]([F:29])=[C:25]([F:30])[CH:24]=5)=[CH:20][CH:21]=[CH:22][N:17]4[N:16]=3)[CH2:10][CH2:9]2)[CH:5]=[CH:4][N:3]=1.[O-:32][CH2:33][CH3:34].[Na+]. The catalyst is CCO. The product is [F:30][C:25]1[CH:24]=[C:23]([C:19]2[C:18]3[N:17]([N:16]=[C:15]([NH:14][CH:11]4[CH2:12][CH2:13][N:8]([C:6]5[CH:5]=[CH:4][N:3]=[C:2]([O:32][CH2:33][CH3:34])[CH:7]=5)[CH2:9][CH2:10]4)[N:31]=3)[CH:22]=[CH:21][CH:20]=2)[CH:28]=[CH:27][C:26]=1[F:29]. The yield is 0.0300. (3) The reactants are C(O)C.[CH3:4][O:5][C:6]1[N:11]=[CH:10][C:9](B(O)O)=[CH:8][N:7]=1.C([O-])([O-])=O.[Na+].[Na+].Br[C:22]1[CH:27]=[CH:26][C:25]([CH2:28][CH2:29][NH:30][C:31]([C:33]2[CH:34]=[CH:35][C:36]3[CH2:37][C@H:38]4[N:50]([CH3:51])[CH2:49][CH2:48][C@@:44]5([C:45]=3[C:46]=2[OH:47])[C@@:39]4([OH:53])[CH2:40][CH2:41][C:42](=[O:52])[CH2:43]5)=[O:32])=[CH:24][CH:23]=1. The catalyst is C(OCC)(=O)C.C1C=CC([P]([Pd]([P](C2C=CC=CC=2)(C2C=CC=CC=2)C2C=CC=CC=2)([P](C2C=CC=CC=2)(C2C=CC=CC=2)C2C=CC=CC=2)[P](C2C=CC=CC=2)(C2C=CC=CC=2)C2C=CC=CC=2)(C2C=CC=CC=2)C2C=CC=CC=2)=CC=1.O. The product is [OH:47][C:46]1[C:45]2[C@:44]34[CH2:48][CH2:49][N:50]([CH3:51])[C@@H:38]([C@:39]3([OH:53])[CH2:40][CH2:41][C:42](=[O:52])[CH2:43]4)[CH2:37][C:36]=2[CH:35]=[CH:34][C:33]=1[C:31]([NH:30][CH2:29][CH2:28][C:25]1[CH:24]=[CH:23][C:22]([C:9]2[CH:8]=[N:7][C:6]([O:5][CH3:4])=[N:11][CH:10]=2)=[CH:27][CH:26]=1)=[O:32]. The yield is 0.320. (4) The reactants are [O:1]1[CH2:5][CH2:4][CH2:3][CH2:2]1.[CH:6]([C:9]1[CH:15]=[CH:14][C:12]([OH:13])=[CH:11][C:10]=1[OH:16])([CH3:8])[CH3:7].[H-].[Na+].[P:19](Cl)([O:29][CH2:30][C:31]1[CH:36]=[CH:35][CH:34]=[CH:33][CH:32]=1)([O:21][CH2:22][C:23]1[CH:28]=[CH:27][CH:26]=[CH:25][CH:24]=1)=[O:20]. The catalyst is O. The product is [CH2:5]([O:1][P:19]([O:13][C:12]1[CH:14]=[CH:15][C:9]([CH:6]([CH3:8])[CH3:7])=[C:10]([O:16][P:19]([O:29][CH2:30][C:31]2[CH:36]=[CH:35][CH:34]=[CH:33][CH:32]=2)([O:21][CH2:22][C:23]2[CH:28]=[CH:27][CH:26]=[CH:25][CH:24]=2)=[O:20])[CH:11]=1)([O:21][CH2:22][C:23]1[CH:28]=[CH:27][CH:26]=[CH:25][CH:24]=1)=[O:20])[C:4]1[CH:30]=[CH:31][CH:32]=[CH:2][CH:3]=1. The yield is 0.830. (5) The reactants are [F:1][C:2]1[CH:16]=[CH:15][C:5]([CH2:6][CH:7]([CH2:11][CH2:12][CH2:13][CH3:14])[C:8]([OH:10])=O)=[CH:4][C:3]=1[CH3:17].[O:18]1[CH2:23][CH2:22][CH2:21][CH2:20][CH:19]1[O:24][NH2:25].C1C=CC2N(O)N=NC=2C=1.C[N+]1(C)[C@H]2CC3C=CC(O)=C4O[C@H]5[C@@H](O)C=C[C@@H]2[C@]5(C=34)CC1.CCN=C=NCCCN(C)C. The catalyst is ClCCl.O. The product is [O:18]1[CH2:23][CH2:22][CH2:21][CH2:20][CH:19]1[O:24][NH:25][C:8](=[O:10])[CH:7]([CH2:6][C:5]1[CH:15]=[CH:16][C:2]([F:1])=[C:3]([CH3:17])[CH:4]=1)[CH2:11][CH2:12][CH2:13][CH3:14]. The yield is 0.600. (6) The reactants are [C:1]([O:5][C:6]([N:8]1[CH2:18][CH2:17][C:11]2[N:12]=[C:13]([NH2:16])[N:14]=[CH:15][C:10]=2[CH2:9]1)=[O:7])([CH3:4])([CH3:3])[CH3:2].[CH2:19]([O:21][C:22]1[CH:30]=[CH:29][CH:28]=[CH:27][C:23]=1[C:24](Cl)=[O:25])[CH3:20].[OH-].[Na+].C(Cl)Cl. The catalyst is N1C=CC=CC=1. The product is [C:1]([O:5][C:6]([N:8]1[CH2:18][CH2:17][C:11]2[N:12]=[C:13]([NH:16][C:24](=[O:25])[C:23]3[CH:27]=[CH:28][CH:29]=[CH:30][C:22]=3[O:21][CH2:19][CH3:20])[N:14]=[CH:15][C:10]=2[CH2:9]1)=[O:7])([CH3:4])([CH3:2])[CH3:3]. The yield is 0.720. (7) The reactants are O.CC(C)([O-])C.[K+].[N:8]1([CH:14]2[CH2:19][CH2:18][CH:17]([C:20]([O:22]CC)=[O:21])[CH2:16][CH2:15]2)[CH2:12][CH2:11][CH2:10][C:9]1=[O:13].Cl. The catalyst is O1CCCC1. The product is [N:8]1([C@H:14]2[CH2:15][CH2:16][C@H:17]([C:20]([OH:22])=[O:21])[CH2:18][CH2:19]2)[CH2:12][CH2:11][CH2:10][C:9]1=[O:13]. The yield is 0.820.